This data is from CYP2D6 inhibition data for predicting drug metabolism from PubChem BioAssay. The task is: Regression/Classification. Given a drug SMILES string, predict its absorption, distribution, metabolism, or excretion properties. Task type varies by dataset: regression for continuous measurements (e.g., permeability, clearance, half-life) or binary classification for categorical outcomes (e.g., BBB penetration, CYP inhibition). Dataset: cyp2d6_veith. (1) The drug is CCC(=O)N[C@@H]1Cc2ccccc2[C@@H](c2ccccc2)C1. The result is 0 (non-inhibitor). (2) The result is 0 (non-inhibitor). The molecule is C[C@](N)(CCP(=O)(O)O)C(=O)O. (3) The molecule is CCNc1ncc2nc(-c3ccccc3)c(=O)n(CCc3ccccc3)c2n1. The result is 1 (inhibitor). (4) The drug is Cc1noc(C)c1-c1nccc(N2CCNCC2)n1. The result is 0 (non-inhibitor). (5) The molecule is COc1cccc(Cn2c(=O)c(-c3cccc(C#N)c3)nc3cnc(N4CCN(C)CC4)nc32)c1. The result is 0 (non-inhibitor). (6) The molecule is CCOc1ccccc1-n1nnnc1SCC(=O)Nc1cc(C)on1. The result is 0 (non-inhibitor). (7) The drug is CCOC(=O)c1cc2sc(C)cc2n1CC(=O)N1CCN(C(=O)c2ccco2)CC1. The result is 0 (non-inhibitor). (8) The molecule is COC(=O)[C@@]1(Cc2ccc(F)cc2)[C@H]2c3cc(C(=O)N4CCCC4)n(Cc4ccccc4)c3C[C@H]2CN1C(=O)c1ccccc1. The result is 0 (non-inhibitor).